From a dataset of NCI-60 drug combinations with 297,098 pairs across 59 cell lines. Regression. Given two drug SMILES strings and cell line genomic features, predict the synergy score measuring deviation from expected non-interaction effect. (1) Drug 1: C1CC(=O)NC(=O)C1N2CC3=C(C2=O)C=CC=C3N. Drug 2: C1=C(C(=O)NC(=O)N1)F. Cell line: IGROV1. Synergy scores: CSS=40.1, Synergy_ZIP=5.96, Synergy_Bliss=4.11, Synergy_Loewe=2.78, Synergy_HSA=6.77. (2) Drug 1: CC(C1=C(C=CC(=C1Cl)F)Cl)OC2=C(N=CC(=C2)C3=CN(N=C3)C4CCNCC4)N. Drug 2: CC1=CC2C(CCC3(C2CCC3(C(=O)C)OC(=O)C)C)C4(C1=CC(=O)CC4)C. Cell line: UACC62. Synergy scores: CSS=1.20, Synergy_ZIP=-1.33, Synergy_Bliss=-4.60, Synergy_Loewe=-23.9, Synergy_HSA=-5.39. (3) Drug 1: CCC1=CC2CC(C3=C(CN(C2)C1)C4=CC=CC=C4N3)(C5=C(C=C6C(=C5)C78CCN9C7C(C=CC9)(C(C(C8N6C)(C(=O)OC)O)OC(=O)C)CC)OC)C(=O)OC.C(C(C(=O)O)O)(C(=O)O)O. Drug 2: CC(C)NC(=O)C1=CC=C(C=C1)CNNC.Cl. Cell line: MOLT-4. Synergy scores: CSS=67.3, Synergy_ZIP=-4.86, Synergy_Bliss=-5.25, Synergy_Loewe=-36.1, Synergy_HSA=-5.39. (4) Drug 1: CS(=O)(=O)CCNCC1=CC=C(O1)C2=CC3=C(C=C2)N=CN=C3NC4=CC(=C(C=C4)OCC5=CC(=CC=C5)F)Cl. Drug 2: CC1=C(C(=O)C2=C(C1=O)N3CC4C(C3(C2COC(=O)N)OC)N4)N. Cell line: DU-145. Synergy scores: CSS=38.9, Synergy_ZIP=-4.41, Synergy_Bliss=-3.01, Synergy_Loewe=-22.2, Synergy_HSA=-2.75. (5) Drug 1: CCC1=CC2CC(C3=C(CN(C2)C1)C4=CC=CC=C4N3)(C5=C(C=C6C(=C5)C78CCN9C7C(C=CC9)(C(C(C8N6C)(C(=O)OC)O)OC(=O)C)CC)OC)C(=O)OC. Drug 2: CNC(=O)C1=NC=CC(=C1)OC2=CC=C(C=C2)NC(=O)NC3=CC(=C(C=C3)Cl)C(F)(F)F. Cell line: SW-620. Synergy scores: CSS=74.7, Synergy_ZIP=3.98, Synergy_Bliss=2.82, Synergy_Loewe=0.680, Synergy_HSA=6.46.